This data is from Full USPTO retrosynthesis dataset with 1.9M reactions from patents (1976-2016). The task is: Predict the reactants needed to synthesize the given product. (1) Given the product [CH3:1][N:2]1[C:14]2[C:13]3[CH:12]=[C:11]([O:15][CH2:16][C:17]([OH:19])=[O:18])[CH:10]=[CH:9][C:8]=3[N:7]=[CH:6][C:5]=2[N:4]=[C:3]1[CH3:22], predict the reactants needed to synthesize it. The reactants are: [CH3:1][N:2]1[C:14]2[C:13]3[CH:12]=[C:11]([O:15][CH2:16][C:17]([O:19]CC)=[O:18])[CH:10]=[CH:9][C:8]=3[N:7]=[CH:6][C:5]=2[N:4]=[C:3]1[CH3:22].[OH-].[K+].CO. (2) Given the product [Br:1][C:2]1[CH:8]=[C:7]([CH3:9])[CH:6]=[CH:5][C:3]=1[C:22]#[N:23], predict the reactants needed to synthesize it. The reactants are: [Br:1][C:2]1[CH:8]=[C:7]([CH3:9])[CH:6]=[CH:5][C:3]=1N.F[B-](F)(F)F.N(OC(C)(C)C)=O.[C:22]([Cu])#[N:23].[C-]#N.[Na+].